Dataset: Catalyst prediction with 721,799 reactions and 888 catalyst types from USPTO. Task: Predict which catalyst facilitates the given reaction. (1) Reactant: [NH2:1][C:2]1[CH:3]=[C:4]2[O:11][CH2:10][CH:9]([NH:12][C:13](=[O:16])[CH2:14][CH3:15])[CH2:8][C:5]2=[N:6][CH:7]=1.[F:17][C:18]([F:31])([F:30])[O:19][C:20]1[CH:25]=[CH:24][C:23]([S:26](Cl)(=[O:28])=[O:27])=[CH:22][CH:21]=1. Product: [F:31][C:18]([F:17])([F:30])[O:19][C:20]1[CH:25]=[CH:24][C:23]([S:26]([NH:1][C:2]2[CH:3]=[C:4]3[O:11][CH2:10][CH:9]([NH:12][C:13](=[O:16])[CH2:14][CH3:15])[CH2:8][C:5]3=[N:6][CH:7]=2)(=[O:28])=[O:27])=[CH:22][CH:21]=1. The catalyst class is: 202. (2) Reactant: [Cl:1][C:2]1[CH:10]=[CH:9][CH:8]=[C:7]([Si:11]([CH3:14])([CH3:13])[CH3:12])[C:3]=1[C:4](Cl)=[O:5].[CH:15]([NH:18][CH:19]([CH3:21])[CH3:20])([CH3:17])[CH3:16]. Product: [Cl:1][C:2]1[CH:10]=[CH:9][CH:8]=[C:7]([Si:11]([CH3:14])([CH3:13])[CH3:12])[C:3]=1[C:4]([N:18]([CH:19]([CH3:21])[CH3:20])[CH:15]([CH3:17])[CH3:16])=[O:5]. The catalyst class is: 11. (3) Product: [C:1]1([N:7]2[CH:11]=[C:10]([Si:12]([CH3:13])([CH3:14])[CH3:15])[NH:9][N:8]2[C:16]([OH:18])=[O:17])[CH:2]=[CH:3][CH:4]=[CH:5][CH:6]=1. The catalyst class is: 30. Reactant: [C:1]1([N:7]2[CH:11]=[C:10]([Si:12]([CH3:15])([CH3:14])[CH3:13])[NH:9][N:8]2[C:16]([O:18]CC)=[O:17])[CH:6]=[CH:5][CH:4]=[CH:3][CH:2]=1.[OH-].[Li+]. (4) The catalyst class is: 8. Product: [N:3]1[CH:4]=[CH:5][CH:6]=[N:7][C:2]=1[N:8]([CH2:10][CH2:11][OH:14])[NH2:9]. Reactant: Cl[C:2]1[N:7]=[CH:6][CH:5]=[CH:4][N:3]=1.[NH:8]([CH:10](O)[CH3:11])[NH2:9].C(=O)([O-])[O-:14].[K+].[K+].